Dataset: Forward reaction prediction with 1.9M reactions from USPTO patents (1976-2016). Task: Predict the product of the given reaction. (1) Given the reactants [NH:1]([C:8](=[O:30])[CH2:9][N:10]([CH2:20][C:21](=[O:29])[NH:22][C:23]1[CH:28]=[CH:27][CH:26]=[CH:25][CH:24]=1)[C:11]1[CH:19]=[CH:18][C:14]([C:15](O)=[O:16])=[CH:13][CH:12]=1)[C:2]1[CH:7]=[CH:6][CH:5]=[CH:4][CH:3]=1.C(Cl)CCl.[CH:35]1[CH:36]=[CH:37][C:38]2[N:43](O)N=[N:41][C:39]=2[CH:40]=1.C1(N)C=CC=CC=1N, predict the reaction product. The product is: [NH2:41][C:39]1[CH:40]=[CH:35][CH:36]=[CH:37][C:38]=1[NH:43][C:15](=[O:16])[C:14]1[CH:18]=[CH:19][C:11]([N:10]([CH2:9][C:8]([NH:1][C:2]2[CH:3]=[CH:4][CH:5]=[CH:6][CH:7]=2)=[O:30])[CH2:20][C:21](=[O:29])[NH:22][C:23]2[CH:24]=[CH:25][CH:26]=[CH:27][CH:28]=2)=[CH:12][CH:13]=1. (2) The product is: [CH2:1]([N:8]1[CH2:13][CH2:12][C:11]2([CH:17]([C:15]#[N:16])[C:18](=[O:20])[NH:23][C:18](=[O:20])[CH:17]2[C:15]#[N:16])[CH2:10][CH2:9]1)[C:2]1[CH:7]=[CH:6][CH:5]=[CH:4][CH:3]=1. Given the reactants [CH2:1]([N:8]1[CH2:13][CH2:12][C:11](=O)[CH2:10][CH2:9]1)[C:2]1[CH:7]=[CH:6][CH:5]=[CH:4][CH:3]=1.[C:15]([CH2:17][C:18]([O:20]CC)=O)#[N:16].[NH3:23], predict the reaction product. (3) Given the reactants C(OCCN(C)C)(=O)C(C)=C.[CH2:12]([O:16][C:17](=[O:20])[CH:18]=[CH2:19])[CH2:13][CH2:14][CH3:15].[C:21]([O:25][CH2:26][CH:27]([CH2:32][CH3:33])[CH2:28][CH2:29][CH2:30][CH3:31])(=[O:24])[CH:22]=[CH2:23].C(OCCO)(=O)C(C)=C.C1C=CC(C(N=C=O)N=C=O)=CC=1, predict the reaction product. The product is: [CH3:31][CH2:30][CH2:29][CH2:28][CH:27]([CH2:26][O:25][C:21]([CH:22]=[CH2:23])=[O:24])[CH2:32][CH3:33].[CH3:15][CH2:14][CH2:13][CH2:12][O:16][C:17]([CH:18]=[CH2:19])=[O:20].